Dataset: Full USPTO retrosynthesis dataset with 1.9M reactions from patents (1976-2016). Task: Predict the reactants needed to synthesize the given product. (1) Given the product [F:7][C:8]1[CH:13]=[C:12]([F:14])[C:11]([F:15])=[CH:10][C:9]=1[CH2:19][C@H:18]([OH:20])[CH2:16][Cl:17], predict the reactants needed to synthesize it. The reactants are: C([Mg]Cl)(C)C.[Br-].[F:7][C:8]1[CH:13]=[C:12]([F:14])[C:11]([F:15])=[CH:10][CH:9]=1.[CH2:16]([C@H:18]1[O:20][CH2:19]1)[Cl:17].[NH4+].[Cl-]. (2) Given the product [CH3:21][O:20][C:8]1[CH:7]=[C:6]2[C:11]([C:2]([NH:26][C:25]3[CH:27]=[CH:28][C:29]([O:30][CH2:31][C:32]4[CH:37]=[CH:36][CH:35]=[CH:34][N:33]=4)=[C:23]([CH3:22])[CH:24]=3)=[N:3][CH:4]=[N:5]2)=[C:10]([O:12][CH:13]2[CH2:18][CH2:17][N:16]([CH3:19])[CH2:15][CH2:14]2)[CH:9]=1, predict the reactants needed to synthesize it. The reactants are: Cl[C:2]1[C:11]2[C:6](=[CH:7][C:8]([O:20][CH3:21])=[CH:9][C:10]=2[O:12][CH:13]2[CH2:18][CH2:17][N:16]([CH3:19])[CH2:15][CH2:14]2)[N:5]=[CH:4][N:3]=1.[CH3:22][C:23]1[CH:24]=[C:25]([CH:27]=[CH:28][C:29]=1[O:30][CH2:31][C:32]1[CH:37]=[CH:36][CH:35]=[CH:34][N:33]=1)[NH2:26]. (3) Given the product [NH2:12][C:13]1[CH:22]=[CH:21][CH:20]=[C:19]2[C:14]=1[CH:15]=[N:16][C:17]([CH3:23])=[N:18]2, predict the reactants needed to synthesize it. The reactants are: FC1C=CC(OC)=C(C(C)(C)CC(C(F)(F)F)(O)C=[N:12][C:13]2[CH:22]=[CH:21][CH:20]=[C:19]3[C:14]=2[CH:15]=[N:16][C:17]([CH3:23])=[N:18]3)C=1. (4) Given the product [CH2:12]([O:9][C:4]1[C:5](=[O:8])[NH:6][CH:7]=[C:2]([Br:1])[CH:3]=1)[C:13]1[CH:18]=[CH:17][CH:16]=[CH:15][CH:14]=1, predict the reactants needed to synthesize it. The reactants are: [Br:1][C:2]1[CH:3]=[C:4]([OH:9])[C:5](=[O:8])[NH:6][CH:7]=1.[OH-].[Na+].[CH2:12](Br)[C:13]1[CH:18]=[CH:17][CH:16]=[CH:15][CH:14]=1. (5) The reactants are: [N+:1]([C:4]1[CH:21]=[CH:20][C:7]2[N:8]=[C:9]([NH:11][C:12](=[O:19])[C:13]3[CH:18]=[CH:17][CH:16]=[N:15][CH:14]=3)[S:10][C:6]=2[CH:5]=1)([O-])=O. Given the product [NH2:1][C:4]1[CH:21]=[CH:20][C:7]2[N:8]=[C:9]([NH:11][C:12](=[O:19])[C:13]3[CH:18]=[CH:17][CH:16]=[N:15][CH:14]=3)[S:10][C:6]=2[CH:5]=1, predict the reactants needed to synthesize it. (6) Given the product [NH2:7][CH:8]1[CH2:13][CH2:12][N:11]([CH2:14][CH2:15][N:16]2[C:25]3[C:20](=[CH:21][CH:22]=[C:23]([F:27])[C:24]=3[F:26])[N:19]=[CH:18][C:17]2=[O:28])[CH2:10][CH2:9]1, predict the reactants needed to synthesize it. The reactants are: C(OC(=O)[NH:7][CH:8]1[CH2:13][CH2:12][N:11]([CH2:14][CH2:15][N:16]2[C:25]3[C:20](=[CH:21][CH:22]=[C:23]([F:27])[C:24]=3[F:26])[N:19]=[CH:18][C:17]2=[O:28])[CH2:10][CH2:9]1)(C)(C)C.FC(F)(F)C(O)=O.NC1CCN(CCN2C3C(=CC=C(F)C=3)N=CC2=O)CC1. (7) The reactants are: [F:1][C:2]([F:11])([C:7]([F:10])([F:9])[F:8])[CH2:3][CH2:4][CH2:5][OH:6].C(N(CC)CC)C.CS(Cl)(=O)=O.[C:24]([O-])(=[S:26])[CH3:25].[K+]. Given the product [C:24]([O:6][CH2:5][CH2:4][CH2:3][C:2]([F:11])([F:1])[C:7]([F:8])([F:9])[F:10])(=[S:26])[CH3:25], predict the reactants needed to synthesize it. (8) Given the product [C:2]([BH3-:4])#[N:3].[Na+:5].[NH:37]1[CH2:36][CH2:35][CH2:34][CH2:41][CH2:42]1, predict the reactants needed to synthesize it. The reactants are: B.[C:2]([BH3-:4])#[N:3].[Na+:5].C(O[BH-](OC(=O)C)OC(=O)C)(=O)C.[Na+].[H-].C([Al+]CC(C)C)C(C)C.OCC1C=[C:34]([CH:41]=[CH:42]C=1)[CH2:35][C@@H:36](C(O)=O)[NH2:37]. (9) The reactants are: [C:1]([C:3]1[CH:8]=[C:7]([CH2:9][C:10]([CH3:13])([CH3:12])[CH3:11])[CH:6]=[CH:5][C:4]=1[O:14][S:15]([C:18]([F:21])([F:20])[F:19])(=[O:17])=[O:16])#[N:2]. Given the product [NH2:2][CH2:1][C:3]1[CH:8]=[C:7]([CH2:9][C:10]([CH3:12])([CH3:13])[CH3:11])[CH:6]=[CH:5][C:4]=1[O:14][S:15]([C:18]([F:21])([F:19])[F:20])(=[O:17])=[O:16], predict the reactants needed to synthesize it.